This data is from Catalyst prediction with 721,799 reactions and 888 catalyst types from USPTO. The task is: Predict which catalyst facilitates the given reaction. (1) Reactant: [C:1]([CH2:3][C:4]([NH:6][C:7]([NH:9][CH2:10][CH2:11][CH2:12][CH2:13][CH3:14])=[O:8])=[O:5])#[N:2].CCO.[OH-].[Na+].Cl. Product: [NH2:2][C:1]1[N:9]([CH2:10][CH2:11][CH2:12][CH2:13][CH3:14])[C:7](=[O:8])[NH:6][C:4](=[O:5])[CH:3]=1. The catalyst class is: 6. (2) Reactant: [CH2:1]([N:8]1[CH2:13][CH2:12][CH:11]([C:14]([O:16]C)=O)[CH:10]([C:18]2[CH:23]=[C:22]([CH3:24])[CH:21]=[C:20]([Br:25])[CH:19]=2)[CH2:9]1)[C:2]1[CH:7]=[CH:6][CH:5]=[CH:4][CH:3]=1.[NH4+].[Cl-]. Product: [CH2:1]([N:8]1[CH2:9][C@H:10]2[C@H:11]([C:14](=[O:16])[C:23]3[C:18]2=[CH:19][C:20]([Br:25])=[CH:21][C:22]=3[CH3:24])[CH2:12][CH2:13]1)[C:2]1[CH:3]=[CH:4][CH:5]=[CH:6][CH:7]=1. The catalyst class is: 6. (3) Reactant: [C:1]1([C:24]2[CH:29]=[CH:28][CH:27]=[CH:26][CH:25]=2)[CH:6]=[CH:5][CH:4]=[C:3]([NH:7][C:8](=[O:23])[CH2:9][CH2:10][CH2:11][CH2:12][CH2:13][NH:14][C:15](=[O:22])[CH2:16][S:17][CH2:18][C:19]([OH:21])=[O:20])[CH:2]=1.O.I([O-])(=O)(=O)=[O:32].[Na+]. Product: [C:1]1([C:24]2[CH:29]=[CH:28][CH:27]=[CH:26][CH:25]=2)[CH:6]=[CH:5][CH:4]=[C:3]([NH:7][C:8](=[O:23])[CH2:9][CH2:10][CH2:11][CH2:12][CH2:13][NH:14][C:15](=[O:22])[CH2:16][S:17]([CH2:18][C:19]([OH:21])=[O:20])=[O:32])[CH:2]=1. The catalyst class is: 5. (4) Reactant: C1N=C[N:3]([C:6](N2C=NC=C2)=[S:7])C=1.[NH2:13][C:14]1[NH:15][C:16]2[CH:22]=[CH:21][CH:20]=[CH:19][C:17]=2[N:18]=1.C([O-])(=O)C.[NH4+]. The catalyst class is: 10. Product: [NH:15]1[C:16]2[CH:22]=[CH:21][CH:20]=[CH:19][C:17]=2[N:18]=[C:14]1[NH:13][C:6]([NH2:3])=[S:7]. (5) Reactant: [CH3:1][O:2][C:3]1[CH:23]=[CH:22][C:6]([CH2:7][N:8]2[N:12]=[N:11][C:10]([C:13]3[CH:14]=[C:15]([CH:19]=[CH:20][CH:21]=3)[C:16](O)=[O:17])=[N:9]2)=[CH:5][CH:4]=1.C(Cl)(=O)C([Cl:27])=O.CN(C=O)C. Product: [CH3:1][O:2][C:3]1[CH:23]=[CH:22][C:6]([CH2:7][N:8]2[N:12]=[N:11][C:10]([C:13]3[CH:14]=[C:15]([CH:19]=[CH:20][CH:21]=3)[C:16]([Cl:27])=[O:17])=[N:9]2)=[CH:5][CH:4]=1. The catalyst class is: 4.